This data is from Full USPTO retrosynthesis dataset with 1.9M reactions from patents (1976-2016). The task is: Predict the reactants needed to synthesize the given product. (1) Given the product [C@@H:45]([NH:50][C:24]([C:23]1[C:17]2[C:18](=[N:19][CH:20]=[C:15]([O:14][C:11]3[CH:12]=[C:13]4[C:8](=[CH:9][CH:10]=3)[CH2:7][CH2:6][C@H:5]4[NH:4][C:1](=[O:3])[CH3:2])[N:16]=2)[N:21]([CH2:27][O:28][CH2:29][CH2:30][Si:31]([CH3:34])([CH3:33])[CH3:32])[CH:22]=1)=[O:25])([CH2:46][CH3:47])[CH3:44], predict the reactants needed to synthesize it. The reactants are: [C:1]([NH:4][C@H:5]1[C:13]2[C:8](=[CH:9][CH:10]=[C:11]([O:14][C:15]3[N:16]=[C:17]4[C:23]([C:24](O)=[O:25])=[CH:22][N:21]([CH2:27][O:28][CH2:29][CH2:30][Si:31]([CH3:34])([CH3:33])[CH3:32])[C:18]4=[N:19][CH:20]=3)[CH:12]=2)[CH2:7][CH2:6]1)(=[O:3])[CH3:2].CN(C(ON1N=[N:50][C:45]2[CH:46]=[CH:47]C=N[C:44]1=2)=[N+](C)C)C.F[P-](F)(F)(F)(F)F.C(N(C(C)C)CC)(C)C. (2) Given the product [C:1]([C:4]1[CH:5]=[N:6][N:7]([C:16]([O:18][C:19]([CH3:22])([CH3:21])[CH3:20])=[O:17])[C:8]=1[C:9]1[CH:14]=[CH:13][C:12]([F:15])=[CH:11][CH:10]=1)(=[S:32])[NH2:2], predict the reactants needed to synthesize it. The reactants are: [C:1]([C:4]1[CH:5]=[N:6][N:7]([C:16]([O:18][C:19]([CH3:22])([CH3:21])[CH3:20])=[O:17])[C:8]=1[C:9]1[CH:14]=[CH:13][C:12]([F:15])=[CH:11][CH:10]=1)(=O)[NH2:2].COC1C=CC(P2(SP(C3C=CC(OC)=CC=3)(=S)S2)=[S:32])=CC=1.